Dataset: Full USPTO retrosynthesis dataset with 1.9M reactions from patents (1976-2016). Task: Predict the reactants needed to synthesize the given product. Given the product [CH3:23][S:24]([O:48][CH2:47][CH2:46][N:38]([CH2:37][C:36]([NH:35][C:33]1[CH:34]=[C:29]([Br:28])[CH:30]=[CH:31][C:32]=1[CH3:50])=[O:49])[C:39]([O:40][C:41]([CH3:42])([CH3:43])[CH3:44])=[O:45])(=[O:26])=[O:25], predict the reactants needed to synthesize it. The reactants are: BrCC(N(C1C=CC=CC=1C)CCNC(=O)OC(C)(C)C)=O.[CH3:23][S:24](Cl)(=[O:26])=[O:25].[Br:28][C:29]1[CH:30]=[CH:31][C:32]([CH3:50])=[C:33]([NH:35][C:36](=[O:49])[CH2:37][N:38]([CH2:46][CH2:47][OH:48])[C:39](=[O:45])[O:40][C:41]([CH3:44])([CH3:43])[CH3:42])[CH:34]=1.C([O-])(O)=O.[Na+].